Task: Predict the reaction yield, written as a fraction of the theoretical maximum amount of product (1.0 means a 100% yield; for example, 0.34 means a 34% yield).. Dataset: Reaction yield outcomes from USPTO patents with 853,638 reactions (1) The reactants are Br[C:2]1[CH:3]=[N:4][CH:5]=[N:6][CH:7]=1.[C:8]([O:12][CH3:13])(=[O:11])[CH:9]=[CH2:10]. The catalyst is CN(C=O)C.C([O-])(=O)C.[Pd+2].C([O-])(=O)C.C1(C)C=CC=CC=1P(C1C=CC=CC=1C)C1C=CC=CC=1C. The product is [N:4]1[CH:3]=[C:2](/[CH:10]=[CH:9]/[C:8]([O:12][CH3:13])=[O:11])[CH:7]=[N:6][CH:5]=1. The yield is 0.664. (2) The reactants are [Cl:1][C:2]1[C:15]2[C:6](=[C:7]3[C:12](=[CH:13][CH:14]=2)[CH:11]=[CH:10][CH:9]=[N:8]3)[N:5]=[CH:4][CH:3]=1.[K+].[Br-].S(=O)(=O)(O)[OH:19].[N+]([O-])(O)=O.[OH-:27].[Na+]. No catalyst specified. The product is [Cl:1][C:2]1[C:15]2[C:14](=[O:27])[C:13](=[O:19])[C:12]3[C:7](=[N:8][CH:9]=[CH:10][CH:11]=3)[C:6]=2[N:5]=[CH:4][CH:3]=1. The yield is 0.775. (3) The reactants are [Br:1][C:2]1[C:3](F)=[C:4]2[C:10]([NH:11][C:12](=[O:17])[C@H:13]([O:15][CH3:16])[CH3:14])=[CH:9][NH:8][C:5]2=[N:6][CH:7]=1.[NH:19]1[CH2:23][CH2:22][C@@H:21]([NH:24][C:25](=[O:31])[O:26][C:27]([CH3:30])([CH3:29])[CH3:28])[CH2:20]1.CCN(C(C)C)C(C)C. The catalyst is CCCCO. The product is [Br:1][C:2]1[C:3]([N:19]2[CH2:23][CH2:22][C@@H:21]([NH:24][C:25](=[O:31])[O:26][C:27]([CH3:29])([CH3:28])[CH3:30])[CH2:20]2)=[C:4]2[C:10]([NH:11][C:12](=[O:17])[C@H:13]([O:15][CH3:16])[CH3:14])=[CH:9][NH:8][C:5]2=[N:6][CH:7]=1. The yield is 0.610. (4) The reactants are [N:1]1[CH:6]=[C:5]([CH2:7][C:8]2[C:9](=[O:15])[NH:10][C:11](=[S:14])[NH:12][CH:13]=2)[CH:4]=[N:3][CH:2]=1.CCN(C(C)C)C(C)C.[Cl:25][C:26]1[CH:31]=[CH:30][C:29]([O:32][C:33]2[CH:38]=[CH:37][C:36]([CH2:39]Cl)=[CH:35][CH:34]=2)=[CH:28][C:27]=1[C:41]([F:44])([F:43])[F:42]. The catalyst is C(Cl)Cl. The product is [Cl:25][C:26]1[CH:31]=[CH:30][C:29]([O:32][C:33]2[CH:34]=[CH:35][C:36]([CH2:39][S:14][C:11]3[NH:12][CH:13]=[C:8]([CH2:7][C:5]4[CH:6]=[N:1][CH:2]=[N:3][CH:4]=4)[C:9](=[O:15])[N:10]=3)=[CH:37][CH:38]=2)=[CH:28][C:27]=1[C:41]([F:42])([F:43])[F:44]. The yield is 0.267. (5) The reactants are [CH2:1]([O:3][C:4]([C:6]1[NH:7][C:8]2[C:13]([CH:14]=1)=[CH:12][C:11](B1OC(C)(C)C(C)(C)O1)=[CH:10][CH:9]=2)=[O:5])[CH3:2].Br[C:25]1[CH:30]=[CH:29][C:28]([C:31]([F:34])([F:33])[F:32])=[CH:27][N:26]=1.C(=O)([O-])[O-].[Na+].[Na+].CCO. The catalyst is C1C=CC([P]([Pd]([P](C2C=CC=CC=2)(C2C=CC=CC=2)C2C=CC=CC=2)([P](C2C=CC=CC=2)(C2C=CC=CC=2)C2C=CC=CC=2)[P](C2C=CC=CC=2)(C2C=CC=CC=2)C2C=CC=CC=2)(C2C=CC=CC=2)C2C=CC=CC=2)=CC=1.O.C1(C)C=CC=CC=1. The product is [CH2:1]([O:3][C:4]([C:6]1[NH:7][C:8]2[C:13]([CH:14]=1)=[CH:12][C:11]([C:25]1[CH:30]=[CH:29][C:28]([C:31]([F:34])([F:33])[F:32])=[CH:27][N:26]=1)=[CH:10][CH:9]=2)=[O:5])[CH3:2]. The yield is 0.940.